From a dataset of Catalyst prediction with 721,799 reactions and 888 catalyst types from USPTO. Predict which catalyst facilitates the given reaction. (1) Reactant: [C:1]([NH:4][C:5]1[CH:10]=[C:9]([C:11]#[C:12][C:13]2[C:18]([NH:19]C(=O)C(F)(F)F)=[C:17]([CH:26]([F:28])[CH3:27])[CH:16]=[CH:15][N:14]=2)[CH:8]=[CH:7][N:6]=1)(=[O:3])[CH3:2].Br[C:30]1[CH:35]=[CH:34][CH:33]=[C:32]([CH:36]([F:38])[F:37])[N:31]=1.C(O)(C(F)(F)F)=O. The catalyst class is: 192. Product: [F:37][CH:36]([F:38])[C:32]1[N:31]=[C:30]([C:12]2[C:13]3=[N:14][CH:15]=[CH:16][C:17]([CH:26]([F:28])[CH3:27])=[C:18]3[NH:19][C:11]=2[C:9]2[CH:8]=[CH:7][N:6]=[C:5]([NH:4][C:1](=[O:3])[CH3:2])[CH:10]=2)[CH:35]=[CH:34][CH:33]=1. (2) Reactant: [F:1][C:2]1[CH:7]=[CH:6][C:5]([B:8]2[O:12][C:11]([CH3:14])([CH3:13])[C:10]([CH3:16])([CH3:15])[O:9]2)=[CH:4][C:3]=1[S:17](Cl)(=[O:19])=[O:18].[NH3:21]. Product: [F:1][C:2]1[CH:7]=[CH:6][C:5]([B:8]2[O:12][C:11]([CH3:14])([CH3:13])[C:10]([CH3:16])([CH3:15])[O:9]2)=[CH:4][C:3]=1[S:17]([NH2:21])(=[O:19])=[O:18]. The catalyst class is: 12.